This data is from Reaction yield outcomes from USPTO patents with 853,638 reactions. The task is: Predict the reaction yield, written as a fraction of the theoretical maximum amount of product (1.0 means a 100% yield; for example, 0.34 means a 34% yield). (1) The reactants are C(N(CC)CC)C.O=C1C2NC=CC=2C2C=C(S(=O)(=O)NC3C=CC=CC=3)C=CC=2N1.C(C([O-])=O)C.[CH3:37][NH:38][CH2:39][C:40]([NH2:42])=[O:41].Cl[S:44]([C:47]1[CH:56]=[CH:55][C:54]2[NH:53][C:52](=[O:57])[C:51]3[NH:58][CH:59]=[C:60]([C:61]([OH:63])=[O:62])[C:50]=3[C:49]=2[CH:48]=1)(=[O:46])=[O:45]. The catalyst is ClCCl.CN(C)C=O. The product is [C:40]([CH2:39][N:38]([CH3:37])[S:44]([C:47]1[CH:56]=[CH:55][C:54]2[NH:53][C:52](=[O:57])[C:51]3[NH:58][CH:59]=[C:60]([C:61]([OH:63])=[O:62])[C:50]=3[C:49]=2[CH:48]=1)(=[O:46])=[O:45])(=[O:41])[NH2:42]. The yield is 0.530. (2) The reactants are [OH:1][CH2:2][CH:3]1[CH2:8][CH2:7][N:6]([C:9]([O:11][C:12]([CH3:15])([CH3:14])[CH3:13])=[O:10])[CH2:5][CH2:4]1.N12CCN(CC1)C[CH2:17]2.[C:24]1(C)[C:25]([S:30](Cl)(=[O:32])=[O:31])=[CH:26][CH:27]=[CH:28][CH:29]=1. The catalyst is COC(C)(C)C.CCOCC. The product is [CH3:17][C:28]1[CH:29]=[CH:24][C:25]([S:30]([O:1][CH2:2][CH:3]2[CH2:8][CH2:7][N:6]([C:9]([O:11][C:12]([CH3:15])([CH3:14])[CH3:13])=[O:10])[CH2:5][CH2:4]2)(=[O:31])=[O:32])=[CH:26][CH:27]=1. The yield is 0.850. (3) The reactants are F.F.F.C(N(CC)CC)C.C(N(CC)CC)C.[Si]([O:35][CH2:36][C@H:37]1[O:41][C@@H:40]([N:42]2[CH:49]=[C:48]([CH3:50])[C:46](=[O:47])[NH:45][C:43]2=[O:44])[C@H:39]([O:51][CH2:52][CH2:53][O:54][N:55]([CH3:57])[CH3:56])[C@@H:38]1[OH:58])(C(C)(C)C)(C1C=CC=CC=1)C1C=CC=CC=1.CO. The catalyst is C1COCC1.C(Cl)Cl. The product is [CH3:56][N:55]([CH3:57])[O:54][CH2:53][CH2:52][O:51][C@@H:39]1[C@H:38]([OH:58])[C@@H:37]([CH2:36][OH:35])[O:41][C@H:40]1[N:42]1[CH:49]=[C:48]([CH3:50])[C:46](=[O:47])[NH:45][C:43]1=[O:44]. The yield is 0.925. (4) The reactants are Br[C:2]1[CH:3]=[C:4]([Si:9]([CH3:12])([CH3:11])[CH3:10])[CH:5]=[C:6]([Br:8])[CH:7]=1.[Li]CCCC.[CH3:18][Si:19](Cl)([CH3:21])[CH3:20].Cl. The catalyst is CCOCC. The product is [CH3:10][Si:9]([CH3:12])([CH3:11])[C:4]1[CH:5]=[C:6]([Br:8])[CH:7]=[C:2]([Si:19]([CH3:21])([CH3:20])[CH3:18])[CH:3]=1. The yield is 0.940. (5) The reactants are [F:1][C:2]([F:31])([F:30])[C:3]1[CH:4]=[C:5]([CH:27]=[CH:28][CH:29]=1)[CH2:6][NH:7][C:8](=[O:26])[C:9]1[CH:14]=[CH:13][N:12]=[C:11]([C:15]2[CH:20]=[C:19]([O:21][CH:22]([CH3:24])[CH3:23])[CH:18]=[CH:17][C:16]=2[NH2:25])[CH:10]=1.[C:32]([O:36][C:37](=[O:51])[CH2:38][CH2:39][S:40][CH2:41][C:42]1[CH:43]=[C:44]([CH:48]=[CH:49][CH:50]=1)[C:45](O)=[O:46])([CH3:35])([CH3:34])[CH3:33].CCN=C=NCCCN(C)C.Cl. The catalyst is ClCCl.CN(C)C1C=CN=CC=1.C(OCC)(=O)C. The product is [F:31][C:2]([F:30])([F:1])[C:3]1[CH:4]=[C:5]([CH:27]=[CH:28][CH:29]=1)[CH2:6][NH:7][C:8]([C:9]1[CH:14]=[CH:13][N:12]=[C:11]([C:15]2[CH:20]=[C:19]([O:21][CH:22]([CH3:24])[CH3:23])[CH:18]=[CH:17][C:16]=2[NH:25][C:45]([C:44]2[CH:43]=[C:42]([CH:50]=[CH:49][CH:48]=2)[CH2:41][S:40][CH2:39][CH2:38][C:37]([O:36][C:32]([CH3:35])([CH3:33])[CH3:34])=[O:51])=[O:46])[CH:10]=1)=[O:26]. The yield is 0.600. (6) The catalyst is CC(C)=O. The product is [C:32]([O:40][CH:2]([O:6][C:7]([NH:9][CH2:10][C:11]1([CH2:17][C:18]([OH:20])=[O:19])[CH2:16][CH2:15][CH2:14][CH2:13][CH2:12]1)=[O:8])[CH:3]([CH3:5])[CH3:4])(=[O:39])[C:33]1[CH:38]=[CH:37][CH:36]=[N:35][CH:34]=1. The yield is 0.140. The reactants are Cl[CH:2]([O:6][C:7]([NH:9][CH2:10][C:11]1([CH2:17][C:18]([OH:20])=[O:19])[CH2:16][CH2:15][CH2:14][CH2:13][CH2:12]1)=[O:8])[CH:3]([CH3:5])[CH3:4].N12CCCN=C1CCCCC2.[C:32]([OH:40])(=[O:39])[C:33]1[CH:38]=[CH:37][CH:36]=[N:35][CH:34]=1. (7) The reactants are [C:1]([O:7][C:8]([CH3:11])([CH3:10])[CH3:9])(=[O:6])[CH2:2][C:3]([CH3:5])=O.[I:12][C:13]1[CH:20]=[CH:19][CH:18]=[CH:17][C:14]=1[CH:15]=O.[NH4+:21].[OH-:22]. The catalyst is CCO.C(Cl)Cl. The product is [I:12][C:13]1[CH:20]=[CH:19][CH:18]=[CH:17][C:14]=1[CH:15]1[C:2]([C:1]([O:7][C:8]([CH3:11])([CH3:10])[CH3:9])=[O:6])=[C:3]([CH3:5])[NH:21][C:3]([CH3:5])=[C:2]1[C:1]([O:7][C:8]([CH3:11])([CH3:10])[CH3:9])=[O:22]. The yield is 0.0400. (8) The reactants are [CH2:1]([N:8]1[CH2:13][CH:12]2[CH2:14][CH2:15][CH:9]1[C@@H:10]([OH:16])[CH2:11]2)[C:2]1[CH:7]=[CH:6][CH:5]=[CH:4][CH:3]=1.C[N+]1([O-])CCOCC1. The catalyst is C(#N)C.[Ru]([O-])(=O)(=O)=O.C([N+](CCC)(CCC)CCC)CC. The product is [CH2:1]([N:8]1[CH2:13][CH:12]2[CH2:14][CH2:15][CH:9]1[C:10](=[O:16])[CH2:11]2)[C:2]1[CH:3]=[CH:4][CH:5]=[CH:6][CH:7]=1. The yield is 0.810.